Dataset: Full USPTO retrosynthesis dataset with 1.9M reactions from patents (1976-2016). Task: Predict the reactants needed to synthesize the given product. Given the product [CH3:29][N:4]1[C:5]2[C:10](=[CH:9][C:8]([NH:12][C:13]([NH:15][C:16]3[CH:21]=[CH:20][C:19]([O:22][C:23]4[CH:28]=[CH:27][CH:26]=[CH:25][CH:24]=4)=[CH:18][CH:17]=3)=[O:14])=[CH:7][CH:6]=2)[CH:11]=[C:3]1[CH2:2][N:35]1[CH2:34][CH2:33][N:32]=[C:31]1[CH3:30], predict the reactants needed to synthesize it. The reactants are: O[CH2:2][C:3]1[N:4]([CH3:29])[C:5]2[C:10]([CH:11]=1)=[CH:9][C:8]([NH:12][C:13]([NH:15][C:16]1[CH:21]=[CH:20][C:19]([O:22][C:23]3[CH:28]=[CH:27][CH:26]=[CH:25][CH:24]=3)=[CH:18][CH:17]=1)=[O:14])=[CH:7][CH:6]=2.[CH3:30][C:31]1[NH:32][CH2:33][CH2:34][N:35]=1.